This data is from Full USPTO retrosynthesis dataset with 1.9M reactions from patents (1976-2016). The task is: Predict the reactants needed to synthesize the given product. (1) Given the product [Cl:1][C:2]1[CH:7]=[C:6]([CH2:8][N:9]2[C:13]([CH3:14])=[CH:12][C:11]([C:15]([O:17][CH2:18][CH3:19])=[O:16])=[N:10]2)[C:5]2[O:20][C:27]([C:57]3[CH:58]=[CH:59][C:54]([Cl:53])=[CH:55][C:56]=3[F:61])=[CH:26][C:4]=2[CH:3]=1, predict the reactants needed to synthesize it. The reactants are: [Cl:1][C:2]1[CH:3]=[C:4](I)[C:5]([OH:20])=[C:6]([CH2:8][N:9]2[C:13]([CH3:14])=[CH:12][C:11]([C:15]([O:17][CH2:18][CH3:19])=[O:16])=[N:10]2)[CH:7]=1.C[Si]([C:26]#[CH:27])(C)C.CCN(CC)CC.CCCC[N+](CCCC)(CCCC)CCCC.[F-].[Cl:53][C:54]1[CH:59]=[CH:58][C:57](I)=[C:56]([F:61])[CH:55]=1. (2) Given the product [CH2:1]([C:5]1[C:6]([CH3:13])=[C:7]([C:10]([NH:26][NH:25][C:23](=[O:24])[C:22]2[CH:21]=[C:20]([CH3:30])[C:19]([O:18][CH2:15][CH:16]=[CH2:17])=[C:28]([CH3:29])[CH:27]=2)=[O:12])[S:8][CH:9]=1)[CH:2]([CH3:3])[CH3:4], predict the reactants needed to synthesize it. The reactants are: [CH2:1]([C:5]1[C:6]([CH3:13])=[C:7]([C:10]([OH:12])=O)[S:8][CH:9]=1)[CH:2]([CH3:4])[CH3:3].Cl.[CH2:15]([O:18][C:19]1[C:28]([CH3:29])=[CH:27][C:22]([C:23]([NH:25][NH2:26])=[O:24])=[CH:21][C:20]=1[CH3:30])[CH:16]=[CH2:17].CCN(CC)CC.CN(C(ON1N=NC2C=CC=CC1=2)=[N+](C)C)C.[B-](F)(F)(F)F. (3) The reactants are: [I:1][C:2]1[CH:7]=[CH:6][C:5]([NH:8][C:9]2[N:14]=[CH:13][CH:12]=[CH:11][N:10]=2)=[CH:4][CH:3]=1.[H-].[Na+].I[CH:18]([CH3:20])[CH3:19].O. Given the product [I:1][C:2]1[CH:3]=[CH:4][C:5]([N:8]([CH:18]([CH3:20])[CH3:19])[C:9]2[N:10]=[CH:11][CH:12]=[CH:13][N:14]=2)=[CH:6][CH:7]=1, predict the reactants needed to synthesize it. (4) Given the product [S:3]1[C:4]2[CH:10]=[CH:9][CH:8]=[CH:7][C:5]=2[N:6]=[C:2]1[NH:1][C:18](=[O:19])[C:15]1[CH:16]=[CH:17][C:12]([Cl:11])=[N:13][CH:14]=1, predict the reactants needed to synthesize it. The reactants are: [NH2:1][C:2]1[S:3][C:4]2[CH:10]=[CH:9][CH:8]=[CH:7][C:5]=2[N:6]=1.[Cl:11][C:12]1[CH:17]=[CH:16][C:15]([C:18](Cl)=[O:19])=[CH:14][N:13]=1. (5) Given the product [N+:14]([C:9]1[CH:8]=[C:13]([N:1]2[CH2:6][CH2:5][NH:4][CH2:3][CH2:2]2)[CH:12]=[CH:11][CH:10]=1)([O-:16])=[O:15], predict the reactants needed to synthesize it. The reactants are: [NH:1]1[CH2:6][CH2:5][NH:4][CH2:3][CH2:2]1.F[C:8]1[CH:13]=[CH:12][CH:11]=[CH:10][C:9]=1[N+:14]([O-:16])=[O:15].O.